Predict the reactants needed to synthesize the given product. From a dataset of Full USPTO retrosynthesis dataset with 1.9M reactions from patents (1976-2016). Given the product [CH:1]1([CH2:7][C@H:8]([N:17]2[CH2:22][CH2:21][N:20]([S:24]([C:36]3[CH:35]=[CH:37][C:6]4[C:1](=[CH:2][CH:3]=[CH:4][CH:5]=4)[CH:7]=3)(=[O:26])=[O:25])[CH2:19][C:18]2=[O:23])[C:9]([NH:11][C:12]2[S:13][CH:14]=[CH:15][N:16]=2)=[O:10])[CH2:6][CH2:5][CH2:4][CH2:3][CH2:2]1, predict the reactants needed to synthesize it. The reactants are: [CH:1]1([CH2:7][C@H:8]([N:17]2[CH2:22][CH2:21][NH:20][CH2:19][C:18]2=[O:23])[C:9]([NH:11][C:12]2[S:13][CH:14]=[CH:15][N:16]=2)=[O:10])[CH2:6][CH2:5][CH2:4][CH2:3][CH2:2]1.[S:24](Cl)(Cl)(=[O:26])=[O:25].CCN([CH:35]([CH3:37])[CH3:36])C(C)C.